This data is from Forward reaction prediction with 1.9M reactions from USPTO patents (1976-2016). The task is: Predict the product of the given reaction. (1) Given the reactants [F:1][C:2]1[CH:7]=[C:6]([Si:8]([CH3:11])([CH3:10])[CH3:9])[CH:5]=[CH:4][C:3]=1[N+:12]([O-])=O, predict the reaction product. The product is: [F:1][C:2]1[CH:7]=[C:6]([Si:8]([CH3:10])([CH3:9])[CH3:11])[CH:5]=[CH:4][C:3]=1[NH2:12]. (2) Given the reactants [Si:1]([O:8][CH:9]1[CH2:14][CH:13]([NH:15][C:16]2[N:21]=[C:20]([C:22]3[C:30]4[C:25](=[CH:26][CH:27]=[CH:28][CH:29]=4)[N:24]([S:31]([C:34]4[CH:39]=[CH:38][CH:37]=[CH:36][CH:35]=4)(=[O:33])=[O:32])[CH:23]=3)[C:19]([Cl:40])=[CH:18][N:17]=2)[CH2:12][CH:11]([NH2:41])[CH2:10]1)([C:4]([CH3:7])([CH3:6])[CH3:5])([CH3:3])[CH3:2].[C:42]([O:46][C:47]([NH:49][C:50]1[CH:58]=[CH:57][C:53]([C:54](O)=[O:55])=[CH:52][CH:51]=1)=[O:48])([CH3:45])([CH3:44])[CH3:43].CN(C(ON1N=NC2C=CC=CC1=2)=[N+](C)C)C.F[P-](F)(F)(F)(F)F.CCN(C(C)C)C(C)C, predict the reaction product. The product is: [Si:1]([O:8][CH:9]1[CH2:14][CH:13]([NH:15][C:16]2[N:21]=[C:20]([C:22]3[C:30]4[C:25](=[CH:26][CH:27]=[CH:28][CH:29]=4)[N:24]([S:31]([C:34]4[CH:35]=[CH:36][CH:37]=[CH:38][CH:39]=4)(=[O:33])=[O:32])[CH:23]=3)[C:19]([Cl:40])=[CH:18][N:17]=2)[CH2:12][CH:11]([NH:41][C:54]([C:53]2[CH:52]=[CH:51][C:50]([NH:49][C:47](=[O:48])[O:46][C:42]([CH3:44])([CH3:43])[CH3:45])=[CH:58][CH:57]=2)=[O:55])[CH2:10]1)([C:4]([CH3:5])([CH3:6])[CH3:7])([CH3:3])[CH3:2]. (3) Given the reactants [CH2:1]([N:4]1[C:16]2[CH:15]=[CH:14][C:13]([C:17](=[O:19])[CH3:18])=[CH:12][C:11]=2[C:10]2[C:5]1=[CH:6][CH:7]=[CH:8][CH:9]=2)[CH2:2][CH3:3].[Br:20]N1C(=O)CCC1=O, predict the reaction product. The product is: [Br:20][C:8]1[CH:9]=[C:10]2[C:5](=[CH:6][CH:7]=1)[N:4]([CH2:1][CH2:2][CH3:3])[C:16]1[CH:15]=[CH:14][C:13]([C:17](=[O:19])[CH3:18])=[CH:12][C:11]2=1. (4) Given the reactants [CH3:1][CH2:2][CH2:3][CH2:4][CH2:5][N:6]([CH2:8][CH2:9][C:10]([P:16]([OH:19])([OH:18])=[O:17])([P:12]([OH:15])([OH:14])=[O:13])[OH:11])[CH3:7].[OH-].[Na+:21].CC(C)=O, predict the reaction product. The product is: [CH3:1][CH2:2][CH2:3][CH2:4][CH2:5][N:6]([CH2:8][CH2:9][C:10]([P:16]([O-:19])([OH:18])=[O:17])([P:12]([OH:15])([OH:14])=[O:13])[OH:11])[CH3:7].[Na+:21]. (5) Given the reactants Br[CH:2]1[CH2:8][CH2:7][O:6][C:5]2[CH:9]=[CH:10][C:11]([Br:13])=[CH:12][C:4]=2[C:3]1=O.[C:15]([NH2:22])(=[S:21])[C:16]([O:18][CH2:19][CH3:20])=[O:17], predict the reaction product. The product is: [CH2:19]([O:18][C:16]([C:15]1[S:21][C:2]2[CH2:8][CH2:7][O:6][C:5]3[CH:9]=[CH:10][C:11]([Br:13])=[CH:12][C:4]=3[C:3]=2[N:22]=1)=[O:17])[CH3:20].